Dataset: Forward reaction prediction with 1.9M reactions from USPTO patents (1976-2016). Task: Predict the product of the given reaction. (1) Given the reactants [C:1]([C:5]1[S:9][C:8]([NH:10][C:11](=[O:21])[C:12]2[CH:17]=[C:16]([Cl:18])[CH:15]=[CH:14][C:13]=2[O:19][CH3:20])=[N:7][CH:6]=1)([CH3:4])([CH3:3])[CH3:2].CN(C)C=O.[CH3:27][C:28](C)([O-])[CH3:29].[K+].C(Br)C=C, predict the reaction product. The product is: [CH2:29]([N:7]1[CH:6]=[C:5]([C:1]([CH3:4])([CH3:2])[CH3:3])[S:9]/[C:8]/1=[N:10]\[C:11](=[O:21])[C:12]1[CH:17]=[C:16]([Cl:18])[CH:15]=[CH:14][C:13]=1[O:19][CH3:20])[CH:28]=[CH2:27]. (2) Given the reactants [CH3:1][C:2]1([CH3:15])[C:11]2[C:6](=[CH:7][C:8]([N+:12]([O-:14])=[O:13])=[CH:9][CH:10]=2)[NH:5][CH2:4][CH2:3]1.C([O-])(O)=O.[Na+].[C:21](OC(=O)C)(=[O:23])[CH3:22], predict the reaction product. The product is: [CH3:1][C:2]1([CH3:15])[C:11]2[C:6](=[CH:7][C:8]([N+:12]([O-:14])=[O:13])=[CH:9][CH:10]=2)[N:5]([C:21](=[O:23])[CH3:22])[CH2:4][CH2:3]1. (3) Given the reactants [NH2:1][CH2:2][CH2:3][O:4][C:5]1[C:10]([CH3:11])=[CH:9][C:8]([C:12]2[N:16]=[C:15]([C:17]3[CH:22]=[C:21]([CH3:23])[N:20]=[C:19]([N:24]([CH2:27][CH3:28])[CH2:25][CH3:26])[CH:18]=3)[O:14][N:13]=2)=[CH:7][C:6]=1[CH2:29][CH3:30].CCN(C(C)C)C(C)C.[CH3:40][S:41](Cl)(=[O:43])=[O:42], predict the reaction product. The product is: [CH2:27]([N:24]([CH2:25][CH3:26])[C:19]1[CH:18]=[C:17]([C:15]2[O:14][N:13]=[C:12]([C:8]3[CH:9]=[C:10]([CH3:11])[C:5]([O:4][CH2:3][CH2:2][NH:1][S:41]([CH3:40])(=[O:43])=[O:42])=[C:6]([CH2:29][CH3:30])[CH:7]=3)[N:16]=2)[CH:22]=[C:21]([CH3:23])[N:20]=1)[CH3:28]. (4) Given the reactants [CH2:1]([C:8]1[N:27]=[C:11]2[N:12]=[C:13]([CH3:26])[C:14]([CH:17]([CH2:23][CH2:24][CH3:25])[C:18]([O:20][CH2:21][CH3:22])=[O:19])=[C:15](Cl)[N:10]2[N:9]=1)[C:2]1[CH:7]=[CH:6][CH:5]=[CH:4][CH:3]=1.[C:28]1([CH3:37])[CH:33]=[CH:32][C:31](B(O)O)=[CH:30][CH:29]=1.C(N(C(C)C)CC)(C)C.Cl, predict the reaction product. The product is: [CH2:1]([C:8]1[N:27]=[C:11]2[N:12]=[C:13]([CH3:26])[C:14]([CH:17]([CH2:23][CH2:24][CH3:25])[C:18]([O:20][CH2:21][CH3:22])=[O:19])=[C:15]([C:31]3[CH:32]=[CH:33][C:28]([CH3:37])=[CH:29][CH:30]=3)[N:10]2[N:9]=1)[C:2]1[CH:7]=[CH:6][CH:5]=[CH:4][CH:3]=1. (5) The product is: [CH2:1]([O:3][C:4](=[O:10])[CH:5]([CH3:9])[CH:6]([NH:14][CH:11]1[CH2:13][CH2:12]1)[CH3:7])[CH3:2]. Given the reactants [CH2:1]([O:3][C:4](=[O:10])[CH:5]([CH3:9])[C:6](=O)[CH3:7])[CH3:2].[CH:11]1([NH2:14])[CH2:13][CH2:12]1.C(O[BH-](OC(=O)C)OC(=O)C)(=O)C.[Na+].C(O)(=O)C, predict the reaction product. (6) The product is: [C:1]([O:9][CH3:10])(=[O:8])/[CH:2]=[CH:3]/[C:4]([O:6][CH3:7])=[O:5].[C:11]([OH:24])(=[O:23])[C:12]1([CH2:22][CH2:21][CH:17]([C:18]([OH:20])=[O:19])[C:14]1([CH3:16])[CH3:15])[CH3:13].[C:1]([O:9][CH3:10])(=[O:8])/[CH:2]=[CH:3]/[C:4]([O:6][CH3:7])=[O:5].[C:11]([OH:24])(=[O:23])[C:12]1([CH2:22][CH2:21][CH:17]([C:18]([OH:20])=[O:19])[C:14]1([CH3:16])[CH3:15])[CH3:13]. Given the reactants [C:1]([O:9][CH3:10])(=[O:8])/[CH:2]=[CH:3]/[C:4]([O:6][CH3:7])=[O:5].[C:11]([OH:24])(=[O:23])[C:12]1([CH2:22][CH2:21][CH:17]([C:18]([OH:20])=[O:19])[C:14]1([CH3:16])[CH3:15])[CH3:13].CCCCCCC, predict the reaction product.